Dataset: Full USPTO retrosynthesis dataset with 1.9M reactions from patents (1976-2016). Task: Predict the reactants needed to synthesize the given product. Given the product [Cl:1][C:2]1[N:7]=[C:6]2[CH2:8][N:17]([CH2:16][CH2:14][OH:15])[C:10](=[O:12])[C:5]2=[CH:4][CH:3]=1, predict the reactants needed to synthesize it. The reactants are: [Cl:1][C:2]1[N:7]=[C:6]([CH2:8]Cl)[C:5]([C:10]([O:12]C)=O)=[CH:4][CH:3]=1.[CH2:14]([CH2:16][NH2:17])[OH:15].